Dataset: Catalyst prediction with 721,799 reactions and 888 catalyst types from USPTO. Task: Predict which catalyst facilitates the given reaction. (1) Reactant: Cl.[CH2:2]([NH2:4])[CH3:3].F[B-](F)(F)F.N1(OC(N(C)C)=[N+](C)C)C2C=CC=CC=2N=N1.C(N(CC)C(C)C)(C)C.[NH2:36][C:37]1[C:38]2[N:39]([C:43]([C@H:55]3[CH2:60][CH2:59][C@H:58]([C:61](O)=[O:62])[CH2:57][CH2:56]3)=[N:44][C:45]=2[C:46]2[NH:47][C:48]3[C:53]([CH:54]=2)=[CH:52][CH:51]=[CH:50][CH:49]=3)[CH:40]=[CH:41][N:42]=1.C(=O)(O)[O-].[Na+]. Product: [NH2:36][C:37]1[C:38]2[N:39]([C:43]([C@H:55]3[CH2:60][CH2:59][C@H:58]([C:61]([NH:4][CH2:2][CH3:3])=[O:62])[CH2:57][CH2:56]3)=[N:44][C:45]=2[C:46]2[NH:47][C:48]3[C:53]([CH:54]=2)=[CH:52][CH:51]=[CH:50][CH:49]=3)[CH:40]=[CH:41][N:42]=1. The catalyst class is: 3. (2) Reactant: [O:1]1[C:5]2[CH:6]=[CH:7][C:8]([C:10]3[S:11][CH:12]=[C:13]([C:15]([OH:17])=O)[N:14]=3)=[CH:9][C:4]=2[CH2:3][CH2:2]1.[NH:18]1[C:22]([NH2:23])=[N:21][CH:20]=[N:19]1.CN(C(ON1N=N[C:34]2[CH:35]=[CH:36][CH:37]=[CH:38][C:33]1=2)=[N+](C)C)C.[F:41][P-](F)(F)(F)(F)F. Product: [O:1]1[C:5]2[CH:6]=[CH:7][C:8]([C:10]3[S:11][CH:12]=[C:13]([C:15]([NH:23][C:22]4[NH:18][N:19]=[C:20]([C:36]5[CH:37]=[CH:38][CH:33]=[C:34]([F:41])[CH:35]=5)[N:21]=4)=[O:17])[N:14]=3)=[CH:9][C:4]=2[CH2:3][CH2:2]1. The catalyst class is: 17. (3) Reactant: [CH3:1][N:2]([CH3:29])[CH:3]1[CH2:7][N:6]2[C:8](=[O:28])[C:9]([C:21]3[CH:26]=[CH:25][C:24]([F:27])=[CH:23][CH:22]=3)=[C:10]([C:11]3[CH:16]=[CH:15][N:14]=[C:13](S(C)(=O)=O)[N:12]=3)[N:5]2[CH2:4]1.[CH3:30][C@H:31]([NH2:38])[C:32]1[CH:37]=[CH:36][CH:35]=[CH:34][CH:33]=1. Product: [CH3:1][N:2]([CH3:29])[CH:3]1[CH2:7][N:6]2[C:8](=[O:28])[C:9]([C:21]3[CH:26]=[CH:25][C:24]([F:27])=[CH:23][CH:22]=3)=[C:10]([C:11]3[CH:16]=[CH:15][N:14]=[C:13]([NH:38][C@H:31]([C:32]4[CH:37]=[CH:36][CH:35]=[CH:34][CH:33]=4)[CH3:30])[N:12]=3)[N:5]2[CH2:4]1. The catalyst class is: 11. (4) Reactant: [NH:1]1[CH2:6][CH2:5][CH2:4][C@@H:3]([NH:7][C:8](=[O:14])[O:9][C:10]([CH3:13])([CH3:12])[CH3:11])[CH2:2]1.C(N(CC)CC)C.[C:22](Cl)(=[O:31])[O:23][CH2:24][C:25]1[CH:30]=[CH:29][CH:28]=[CH:27][CH:26]=1. Product: [C:10]([O:9][C:8]([NH:7][C@@H:3]1[CH2:4][CH2:5][CH2:6][N:1]([C:22]([O:23][CH2:24][C:25]2[CH:30]=[CH:29][CH:28]=[CH:27][CH:26]=2)=[O:31])[CH2:2]1)=[O:14])([CH3:11])([CH3:13])[CH3:12]. The catalyst class is: 2. (5) Reactant: [CH2:1]([Li])CCC.[CH3:6][C:7]1[C:8]([C:12]([OH:14])=[O:13])=[CH:9][S:10][CH:11]=1.IC. Product: [CH3:1][C:9]1[S:10][CH:11]=[C:7]([CH3:6])[C:8]=1[C:12]([OH:14])=[O:13]. The catalyst class is: 7. (6) Reactant: [CH3:1][O:2][C:3]1[CH:12]=[CH:11][C:10]2[CH2:9][CH2:8][CH2:7][CH2:6][C:5]=2[C:4]=1[OH:13].C(=O)([O-])[O-].[Cs+].[Cs+].Br[CH:21]([CH3:23])[CH3:22]. Product: [CH:21]([O:13][C:4]1[C:3]([O:2][CH3:1])=[CH:12][CH:11]=[C:10]2[C:5]=1[CH2:6][CH2:7][CH2:8][CH2:9]2)([CH3:23])[CH3:22]. The catalyst class is: 21.